This data is from Peptide-MHC class I binding affinity with 185,985 pairs from IEDB/IMGT. The task is: Regression. Given a peptide amino acid sequence and an MHC pseudo amino acid sequence, predict their binding affinity value. This is MHC class I binding data. The peptide sequence is ATGRNNSI. The MHC is Mamu-A01 with pseudo-sequence Mamu-A01. The binding affinity (normalized) is 0.121.